From a dataset of Full USPTO retrosynthesis dataset with 1.9M reactions from patents (1976-2016). Predict the reactants needed to synthesize the given product. (1) Given the product [Cl:11][C:4]12[C:3]([O:2][CH3:1])([O:12][CH3:13])[C:7]([Cl:8])([C:6]([Cl:9])=[C:5]1[Cl:10])[CH:17]1[CH:16]2[O:15][C:14](=[O:19])[O:18]1, predict the reactants needed to synthesize it. The reactants are: [CH3:1][O:2][C:3]1([O:12][CH3:13])[C:7]([Cl:8])=[C:6]([Cl:9])[C:5]([Cl:10])=[C:4]1[Cl:11].[C:14]1(=[O:19])[O:18][CH:17]=[CH:16][O:15]1. (2) Given the product [F:29][C:30]1[CH:31]=[C:32]([C:2]2[C:10]3[C:5](=[N:6][CH:7]=[N:8][C:9]=3[NH2:11])[N:4]([CH:12]([C:14]3[CH:15]=[C:16]4[N:21]([C:22]=3[C:23]3[CH:28]=[CH:27][CH:26]=[CH:25][N:24]=3)[CH:20]=[CH:19][CH:18]=[CH:17]4)[CH3:13])[N:3]=2)[CH:33]=[C:34]([O:36][CH3:37])[CH:35]=1, predict the reactants needed to synthesize it. The reactants are: I[C:2]1[C:10]2[C:5](=[N:6][CH:7]=[N:8][C:9]=2[NH2:11])[N:4]([CH:12]([C:14]2[CH:15]=[C:16]3[N:21]([C:22]=2[C:23]2[CH:28]=[CH:27][CH:26]=[CH:25][N:24]=2)[CH:20]=[CH:19][CH:18]=[CH:17]3)[CH3:13])[N:3]=1.[F:29][C:30]1[CH:31]=[C:32](B(O)O)[CH:33]=[C:34]([O:36][CH3:37])[CH:35]=1.CCO.C([O-])([O-])=O.[Na+].[Na+]. (3) The reactants are: [C:1]([C:4]1[CH:13]=[CH:12][C:11]([O:14][CH2:15][C:16]2[CH:21]=[CH:20][CH:19]=[CH:18][CH:17]=2)=[C:10]2[C:5]=1[CH:6]=[CH:7][C:8](=[O:22])[NH:9]2)(=[O:3])[CH3:2].[Br-:23].[Br-].[Br-].C([N+](CCCC)(CCCC)CCCC)CCC.C([N+](CCCC)(CCCC)CCCC)CCC.C([N+](CCCC)(CCCC)CCCC)CCC. Given the product [CH2:15]([O:14][C:11]1[CH:12]=[CH:13][C:4]([C:1](=[O:3])[CH2:2][Br:23])=[C:5]2[C:10]=1[NH:9][C:8](=[O:22])[CH:7]=[CH:6]2)[C:16]1[CH:21]=[CH:20][CH:19]=[CH:18][CH:17]=1, predict the reactants needed to synthesize it. (4) Given the product [NH2:42][C:19]1[N:18]=[C:17]([N:3]2[CH2:4][CH2:5][C:6]3([CH2:11][CH:10]([C:12]([O:14][CH3:15])=[O:13])[NH:9][CH2:8][CH2:7]3)[CH2:1][CH2:2]2)[CH:22]=[C:21]([O:23][C@H:24]([C:29]2[CH:34]=[CH:33][C:32]([Cl:35])=[CH:31][C:30]=2[N:36]2[CH:40]=[CH:39][C:38]([CH3:41])=[N:37]2)[C:25]([F:27])([F:26])[F:28])[N:20]=1, predict the reactants needed to synthesize it. The reactants are: [CH2:1]1[C:6]2([CH2:11][CH:10]([C:12]([O:14][CH3:15])=[O:13])[NH:9][CH2:8][CH2:7]2)[CH2:5][CH2:4][NH:3][CH2:2]1.Cl[C:17]1[CH:22]=[C:21]([O:23][C@H:24]([C:29]2[CH:34]=[CH:33][C:32]([Cl:35])=[CH:31][C:30]=2[N:36]2[CH:40]=[CH:39][C:38]([CH3:41])=[N:37]2)[C:25]([F:28])([F:27])[F:26])[N:20]=[C:19]([NH2:42])[N:18]=1. (5) Given the product [CH3:1][C:2]1[CH:7]=[C:6]([N:8]2[CH2:12][CH2:11][CH:10]([N:13]3[CH2:17][CH2:16][CH2:15][CH:14]3[CH3:18])[CH2:9]2)[CH:5]=[CH:4][C:3]=1[NH:19][C:29](=[O:30])[C:28]1[CH:27]=[CH:26][C:25]([C:22]2[CH:23]=[CH:24][NH:20][N:21]=2)=[CH:33][CH:32]=1, predict the reactants needed to synthesize it. The reactants are: [CH3:1][C:2]1[CH:7]=[C:6]([N:8]2[CH2:12][CH2:11][CH:10]([N:13]3[CH2:17][CH2:16][CH2:15][CH:14]3[CH3:18])[CH2:9]2)[CH:5]=[CH:4][C:3]=1[NH2:19].[NH:20]1[CH:24]=[CH:23][C:22]([C:25]2[CH:33]=[CH:32][C:28]([C:29](O)=[O:30])=[CH:27][CH:26]=2)=[N:21]1.